From a dataset of Reaction yield outcomes from USPTO patents with 853,638 reactions. Predict the reaction yield, written as a fraction of the theoretical maximum amount of product (1.0 means a 100% yield; for example, 0.34 means a 34% yield). (1) The reactants are Br[C:2]1[CH:3]=[C:4]2[N:9]([CH:10]=1)[N:8]=[CH:7][N:6]=[C:5]2[OH:11].BrC1C=C(C(OC)=O)NC=1.CC1(C)C(C)(C)OB([C:30]2[CH:35]=[CH:34][N:33]=[C:32]([N:36]3[CH2:41][CH2:40][O:39][CH2:38][CH2:37]3)[CH:31]=2)O1.C([O-])([O-])=O.[K+].[K+]. The catalyst is CN(C=O)C.C1C=CC([P]([Pd]([P](C2C=CC=CC=2)(C2C=CC=CC=2)C2C=CC=CC=2)([P](C2C=CC=CC=2)(C2C=CC=CC=2)C2C=CC=CC=2)[P](C2C=CC=CC=2)(C2C=CC=CC=2)C2C=CC=CC=2)(C2C=CC=CC=2)C2C=CC=CC=2)=CC=1. The product is [O:39]1[CH2:40][CH2:41][N:36]([C:32]2[CH:31]=[C:30]([C:2]3[CH:3]=[C:4]4[N:9]([CH:10]=3)[N:8]=[CH:7][N:6]=[C:5]4[OH:11])[CH:35]=[CH:34][N:33]=2)[CH2:37][CH2:38]1. The yield is 0.820. (2) The reactants are [Br:1][C:2]1[CH:7]=[CH:6][C:5]([CH2:8][C:9]#N)=[C:4]([Cl:11])[CH:3]=1.[CH3:12]I.[H-].[Na+].O.C[N:18]([CH:20]=O)C. No catalyst specified. The product is [Br:1][C:2]1[CH:7]=[CH:6][C:5]([C:8]([CH3:12])([CH3:9])[C:20]#[N:18])=[C:4]([Cl:11])[CH:3]=1. The yield is 0.630.